Dataset: Acute oral toxicity (LD50) regression data from Zhu et al.. Task: Regression/Classification. Given a drug SMILES string, predict its toxicity properties. Task type varies by dataset: regression for continuous values (e.g., LD50, hERG inhibition percentage) or binary classification for toxic/non-toxic outcomes (e.g., AMES mutagenicity, cardiotoxicity, hepatotoxicity). Dataset: ld50_zhu. (1) The compound is CC(C)(C)c1ccc(CCC=O)cc1. The rat oral LD50 is 1.85, given as -log10 of the dose in mol/kg body weight (higher means more acutely toxic). (2) The molecule is Nc1ccc([N+](=O)[O-])c(N)c1. The rat oral LD50 is 1.53, given as -log10 of the dose in mol/kg body weight (higher means more acutely toxic).